Dataset: Full USPTO retrosynthesis dataset with 1.9M reactions from patents (1976-2016). Task: Predict the reactants needed to synthesize the given product. Given the product [Cl:13][CH2:12][C@H:11]([CH3:14])[CH2:10][O:8][C:3]1[CH:4]=[CH:5][CH:6]=[CH:7][C:2]=1[Br:1], predict the reactants needed to synthesize it. The reactants are: [Br:1][C:2]1[CH:7]=[CH:6][CH:5]=[CH:4][C:3]=1[OH:8].Br[CH2:10][C@@H:11]([CH3:14])[CH2:12][Cl:13].